From a dataset of Reaction yield outcomes from USPTO patents with 853,638 reactions. Predict the reaction yield, written as a fraction of the theoretical maximum amount of product (1.0 means a 100% yield; for example, 0.34 means a 34% yield). (1) The reactants are [CH3:1][C:2]1([NH:5][C:6]2[N:11]=[C:10]([S:12][CH3:13])[C:9]([C:14]([NH2:16])=[O:15])=[CH:8][N:7]=2)[CH2:4][CH2:3]1.C1(C2[O:25]N2S(C2C=CC=CC=2)(=O)=O)C=CC=CC=1.C(OCC)(=O)C. The catalyst is C(Cl)(Cl)Cl. The product is [CH3:1][C:2]1([NH:5][C:6]2[N:11]=[C:10]([S:12]([CH3:13])=[O:25])[C:9]([C:14]([NH2:16])=[O:15])=[CH:8][N:7]=2)[CH2:4][CH2:3]1. The yield is 0.744. (2) The yield is 0.610. The reactants are [F:1][C:2]([F:13])([F:12])[C:3]1[CH:8]=[CH:7][C:6]([N:9]=[C:10]=S)=[CH:5][CH:4]=1.[F:14][C:15]([F:38])([F:37])[C:16]1[NH:20][C:19]([C:21]2[CH:26]=[C:25]([O:27][C:28]3[CH:29]=[C:30]([NH2:36])[C:31]([NH:34][CH3:35])=[CH:32][CH:33]=3)[CH:24]=[CH:23][N:22]=2)=[N:18][CH:17]=1.C(N(CC)CC)C.[I-].ClC1C=CC=C[N+]=1C. The product is [CH3:35][N:34]1[C:31]2[CH:32]=[CH:33][C:28]([O:27][C:25]3[CH:24]=[CH:23][N:22]=[C:21]([C:19]4[NH:20][C:16]([C:15]([F:37])([F:14])[F:38])=[CH:17][N:18]=4)[CH:26]=3)=[CH:29][C:30]=2[N:36]=[C:10]1[NH:9][C:6]1[CH:7]=[CH:8][C:3]([C:2]([F:13])([F:12])[F:1])=[CH:4][CH:5]=1. The catalyst is C(#N)C.O. (3) The reactants are Cl.[F:2][C:3]([F:34])([F:33])[C:4]1[CH:5]=[C:6]([NH:14][C:15](=[O:32])[C:16]2[CH:21]=[C:20]([C:22]3[CH:27]=[CH:26][CH:25]=[CH:24][N:23]=3)[CH:19]=[CH:18][C:17]=2[O:28]COC)[CH:7]=[C:8]([C:10]([F:13])([F:12])[F:11])[CH:9]=1.C(=O)([O-])O.[Na+]. The catalyst is CO. The product is [F:34][C:3]([F:2])([F:33])[C:4]1[CH:5]=[C:6]([NH:14][C:15](=[O:32])[C:16]2[CH:21]=[C:20]([C:22]3[CH:27]=[CH:26][CH:25]=[CH:24][N:23]=3)[CH:19]=[CH:18][C:17]=2[OH:28])[CH:7]=[C:8]([C:10]([F:11])([F:12])[F:13])[CH:9]=1. The yield is 0.472. (4) The product is [Cl:1][C:2]1[CH:7]=[C:6]([NH:10][C:11]2[CH:18]=[CH:17][CH:16]=[CH:15][C:12]=2[C:13]#[N:14])[C:5]([Cl:9])=[CH:4][N:3]=1. The yield is 0.790. The reactants are [Cl:1][C:2]1[CH:7]=[C:6](I)[C:5]([Cl:9])=[CH:4][N:3]=1.[NH2:10][C:11]1[CH:18]=[CH:17][CH:16]=[CH:15][C:12]=1[C:13]#[N:14].[O-]P(OP(OP([O-])([O-])=O)([O-])=O)(=O)[O-].[K+].[K+].[K+].[K+].[K+].N#N.C1C=CC(P(C2C(OC3C(P(C4C=CC=CC=4)C4C=CC=CC=4)=CC=CC=3)=CC=CC=2)C2C=CC=CC=2)=CC=1. The catalyst is O1CCOCC1.C([O-])(=O)C.[Pd+2].C([O-])(=O)C.